Dataset: NCI-60 drug combinations with 297,098 pairs across 59 cell lines. Task: Regression. Given two drug SMILES strings and cell line genomic features, predict the synergy score measuring deviation from expected non-interaction effect. (1) Drug 1: CS(=O)(=O)C1=CC(=C(C=C1)C(=O)NC2=CC(=C(C=C2)Cl)C3=CC=CC=N3)Cl. Drug 2: CCC1(CC2CC(C3=C(CCN(C2)C1)C4=CC=CC=C4N3)(C5=C(C=C6C(=C5)C78CCN9C7C(C=CC9)(C(C(C8N6C)(C(=O)OC)O)OC(=O)C)CC)OC)C(=O)OC)O.OS(=O)(=O)O. Cell line: SF-539. Synergy scores: CSS=68.6, Synergy_ZIP=14.4, Synergy_Bliss=14.8, Synergy_Loewe=-2.12, Synergy_HSA=16.1. (2) Drug 1: C1=C(C(=O)NC(=O)N1)F. Drug 2: COCCOC1=C(C=C2C(=C1)C(=NC=N2)NC3=CC=CC(=C3)C#C)OCCOC.Cl. Cell line: U251. Synergy scores: CSS=38.4, Synergy_ZIP=-11.8, Synergy_Bliss=-10.0, Synergy_Loewe=-10.5, Synergy_HSA=-9.32.